This data is from Catalyst prediction with 721,799 reactions and 888 catalyst types from USPTO. The task is: Predict which catalyst facilitates the given reaction. (1) Reactant: [Cl:1][C:2]1[C:11]2[C:6](=[CH:7][C:8]([C:12]([NH:14][CH:15]([C:20]3[CH:25]=[CH:24][CH:23]=[CH:22][CH:21]=3)[CH2:16][C:17]([O-:19])=[O:18])=[O:13])=[CH:9][CH:10]=2)[C:5]([NH:26][C:27]([NH2:29])=[NH:28])=[N:4][CH:3]=1.[C:30]([C:34]([OH:36])=[O:35])([F:33])([F:32])[F:31]. Product: [F:31][C:30]([F:33])([F:32])[C:34]([OH:36])=[O:35].[Cl:1][C:2]1[C:11]2[C:6](=[CH:7][C:8]([C:12]([NH:14][CH:15]([C:20]3[CH:21]=[CH:22][CH:23]=[CH:24][CH:25]=3)[CH2:16][C:17]([OH:19])=[O:18])=[O:13])=[CH:9][CH:10]=2)[C:5]([NH:26][C:27]([NH2:29])=[NH:28])=[N:4][CH:3]=1. The catalyst class is: 11. (2) Reactant: [Cl:1][C:2]1[N:3]=[C:4](Cl)[C:5]2[CH:10]=[CH:9][N:8]([CH2:11][O:12][CH2:13][CH2:14][Si:15]([CH3:18])([CH3:17])[CH3:16])[C:6]=2[N:7]=1.[OH:20][C:21]1[CH:22]=[C:23]([NH:27][C:28](=[O:34])[O:29][C:30]([CH3:33])([CH3:32])[CH3:31])[CH:24]=[CH:25][CH:26]=1.C([O-])([O-])=O.[K+].[K+].CCOC(C)=O. Product: [Cl:1][C:2]1[N:3]=[C:4]([O:20][C:21]2[CH:22]=[C:23]([NH:27][C:28](=[O:34])[O:29][C:30]([CH3:32])([CH3:31])[CH3:33])[CH:24]=[CH:25][CH:26]=2)[C:5]2[CH:10]=[CH:9][N:8]([CH2:11][O:12][CH2:13][CH2:14][Si:15]([CH3:18])([CH3:17])[CH3:16])[C:6]=2[N:7]=1. The catalyst class is: 10. (3) Reactant: [CH2:1]1[O:5][C:4]2[CH:6]=[C:7]([OH:10])[CH:8]=[CH:9][C:3]=2[O:2]1.C(=O)([O-])[O-].[K+].[K+].[CH2:17]1[O:19][C@@H:18]1[CH2:20]OS(C1C=C([N+]([O-])=O)C=CC=1)(=O)=O.C(OCC)(=O)C. Product: [O:19]1[CH2:17][C@H:18]1[CH2:20][O:10][C:7]1[CH:8]=[CH:9][C:3]2[O:2][CH2:1][O:5][C:4]=2[CH:6]=1. The catalyst class is: 131. (4) Product: [C:4]([O:3][C:1]([NH:2][CH2:34][C:31]1[C:32]([F:33])=[C:24]([F:23])[C:25]([NH:36][C:37]2[CH:42]=[CH:41][C:40]([I:43])=[CH:39][C:38]=2[F:44])=[C:26]([CH:30]=1)[C:27]([OH:29])=[O:28])=[O:8])([CH3:7])([CH3:6])[CH3:5]. Reactant: [C:1](=[O:8])([O:3][C:4]([CH3:7])([CH3:6])[CH3:5])[NH2:2].FC(F)(F)C(O)=O.C([SiH](CC)CC)C.[F:23][C:24]1[C:25]([NH:36][C:37]2[CH:42]=[CH:41][C:40]([I:43])=[CH:39][C:38]=2[F:44])=[C:26]([CH:30]=[C:31]([CH:34]=O)[C:32]=1[F:33])[C:27]([OH:29])=[O:28]. The catalyst class is: 10.